This data is from Full USPTO retrosynthesis dataset with 1.9M reactions from patents (1976-2016). The task is: Predict the reactants needed to synthesize the given product. (1) Given the product [CH3:1][O:2][C:3]1[CH:13]=[CH:12][C:6]([N:7]([CH3:11])[C:8](=[O:10])[CH2:9][C:44]2([OH:47])[CH2:45][CH2:46][N:41]([CH2:34][C:35]3[CH:40]=[CH:39][CH:38]=[CH:37][CH:36]=3)[CH2:42][CH2:43]2)=[CH:5][CH:4]=1, predict the reactants needed to synthesize it. The reactants are: [CH3:1][O:2][C:3]1[CH:13]=[CH:12][C:6]([N:7]([CH3:11])[C:8](=[O:10])[CH3:9])=[CH:5][CH:4]=1.C([N-]C(C)C)(C)C.[Li+].C(NC(C)C)(C)C.C([Li])CCC.[CH2:34]([N:41]1[CH2:46][CH2:45][C:44](=[O:47])[CH2:43][CH2:42]1)[C:35]1[CH:40]=[CH:39][CH:38]=[CH:37][CH:36]=1. (2) Given the product [ClH:1].[S:13]1[C:17]2[CH:18]=[CH:19][CH:20]=[C:21]([O:22][C:23]3[CH:29]=[CH:28][C:26]([NH:27][C:2]4[C:3]5[N:10]([CH3:11])[C:9]([Cl:12])=[CH:8][C:4]=5[N:5]=[CH:6][N:7]=4)=[CH:25][C:24]=3[Cl:30])[C:16]=2[CH:15]=[N:14]1, predict the reactants needed to synthesize it. The reactants are: [Cl:1][C:2]1[C:3]2[N:10]([CH3:11])[C:9]([Cl:12])=[CH:8][C:4]=2[N:5]=[CH:6][N:7]=1.[S:13]1[C:17]2[CH:18]=[CH:19][CH:20]=[C:21]([O:22][C:23]3[CH:29]=[CH:28][C:26]([NH2:27])=[CH:25][C:24]=3[Cl:30])[C:16]=2[CH:15]=[N:14]1.Cl.C(OCC)(=O)C. (3) Given the product [OH:4][CH2:3][CH2:5][NH:6][C:7](=[O:8])[O:9][C:10]([CH3:13])([CH3:12])[CH3:11], predict the reactants needed to synthesize it. The reactants are: [OH-].[Na+].[CH2:3]([CH2:5][NH2:6])[OH:4].[C:7](OC([O-])=O)([O:9][C:10]([CH3:13])([CH3:12])[CH3:11])=[O:8].S(=O)(=O)(O)O. (4) Given the product [C:20]([O:1][CH2:2][C:3]1[CH:4]=[CH:5][C:6]([CH2:10][C:11]2[CH:16]=[CH:15][C:14]([O:17][CH3:18])=[CH:13][CH:12]=2)=[C:7]([OH:9])[CH:8]=1)(=[O:19])[CH3:21], predict the reactants needed to synthesize it. The reactants are: [OH:1][CH2:2][C:3]1[CH:4]=[CH:5][C:6]([CH2:10][C:11]2[CH:16]=[CH:15][C:14]([O:17][CH3:18])=[CH:13][CH:12]=2)=[C:7]([OH:9])[CH:8]=1.[O:19]1CC[CH2:21][CH2:20]1.C(OC=C)(=O)C.CCCC[Sn](Cl)(O[Sn](Cl)(CCCC)CCCC)CCCC.